From a dataset of P-glycoprotein inhibition data for predicting drug efflux from Broccatelli et al.. Regression/Classification. Given a drug SMILES string, predict its absorption, distribution, metabolism, or excretion properties. Task type varies by dataset: regression for continuous measurements (e.g., permeability, clearance, half-life) or binary classification for categorical outcomes (e.g., BBB penetration, CYP inhibition). Dataset: pgp_broccatelli. (1) The result is 1 (inhibitor). The molecule is CCCCCCn1c(-c2ccc(C(=O)O)cc2)nc(-c2ccc(N(C)C)cc2)c1-c1ccc(N(C)C)cc1. (2) The compound is CN(C)c1ccc(-c2nc(-c3ccc(/C=C/CN4CCOCC4)cc3)[nH]c2-c2ccc(N(C)C)cc2)cc1. The result is 1 (inhibitor). (3) The drug is COc1cc(=O)n(C)c2c(OC[C@H](O)C(C)(C)O)cccc12. The result is 0 (non-inhibitor). (4) The compound is CC(=O)C[C@@H](c1ccccc1)c1c(O)c2ccccc2oc1=O. The result is 0 (non-inhibitor). (5) The drug is Cc1c2ccncc2c(C)c2c1[nH]c1ccccc12. The result is 0 (non-inhibitor). (6) The molecule is COCO[C@@H]1CC(=O)OC[C@H](C)C(=O)O[C@@H](C(C)C)C(=O)N(C)[C@@H]1Cc1ccccc1. The result is 1 (inhibitor). (7) The molecule is c1ccc(N2CCN(CCc3nn[nH]n3)CC2)cc1. The result is 0 (non-inhibitor).